This data is from Catalyst prediction with 721,799 reactions and 888 catalyst types from USPTO. The task is: Predict which catalyst facilitates the given reaction. (1) Reactant: [CH3:1][O:2][C:3]1[CH:12]=[CH:11][CH:10]=[C:9]2[C:4]=1[CH2:5][CH2:6][CH2:7][C:8]2=[CH2:13].O.O.O.[N+]([O-])([O-])=[O:18].[Tl+3].[N+]([O-])([O-])=O.[N+]([O-])([O-])=O.C(Cl)(Cl)Cl. Product: [CH3:1][O:2][C:3]1[C:4]2[CH2:5][CH2:6][CH2:7][C:13](=[O:18])[CH2:8][C:9]=2[CH:10]=[CH:11][CH:12]=1. The catalyst class is: 5. (2) Reactant: Cl[CH2:2][CH2:3][CH2:4][CH2:5][CH:6]([C:18]1[NH:22][N:21]=[C:20]([NH:23][C:24]2[CH:29]=[C:28]([O:30][CH3:31])[C:27]([N:32]3[CH:36]=[N:35][C:34]([CH3:37])=[N:33]3)=[C:26]([F:38])[CH:25]=2)[N:19]=1)[C:7]1[CH:12]=[CH:11][C:10]([O:13][C:14]([F:17])([F:16])[F:15])=[CH:9][CH:8]=1.[I-].[Na+].C(N(C(C)C)CC)(C)C. Product: [F:38][C:26]1[CH:25]=[C:24]([NH:23][C:20]2[N:19]=[C:18]3[CH:6]([C:7]4[CH:12]=[CH:11][C:10]([O:13][C:14]([F:17])([F:16])[F:15])=[CH:9][CH:8]=4)[CH2:5][CH2:4][CH2:3][CH2:2][N:22]3[N:21]=2)[CH:29]=[C:28]([O:30][CH3:31])[C:27]=1[N:32]1[CH:36]=[N:35][C:34]([CH3:37])=[N:33]1. The catalyst class is: 21.